This data is from Aqueous solubility values for 9,982 compounds from the AqSolDB database. The task is: Regression/Classification. Given a drug SMILES string, predict its absorption, distribution, metabolism, or excretion properties. Task type varies by dataset: regression for continuous measurements (e.g., permeability, clearance, half-life) or binary classification for categorical outcomes (e.g., BBB penetration, CYP inhibition). For this dataset (solubility_aqsoldb), we predict Y. (1) The molecule is Cc1cnc2c(=O)[nH]cnc2n1. The Y is -1.56 log mol/L. (2) The compound is O=C1c2ccccc2C(=O)N1SC(Cl)(Cl)Cl. The Y is -5.57 log mol/L. (3) The compound is CC(C)C1(C)CCCC(O)C1. The Y is -0.600 log mol/L. (4) The compound is ClC1=C(Cl)C2(Cl)C3C4CC(C5OC45)C3C1(Cl)C2(Cl)Cl. The Y is -6.29 log mol/L.